This data is from Peptide-MHC class I binding affinity with 185,985 pairs from IEDB/IMGT. The task is: Regression. Given a peptide amino acid sequence and an MHC pseudo amino acid sequence, predict their binding affinity value. This is MHC class I binding data. (1) The peptide sequence is AEFKYIAAV. The MHC is HLA-B15:01 with pseudo-sequence HLA-B15:01. The binding affinity (normalized) is 0.359. (2) The peptide sequence is KTNCCRFQEK. The MHC is HLA-A31:01 with pseudo-sequence HLA-A31:01. The binding affinity (normalized) is 0.638. (3) The peptide sequence is AVREATAAF. The MHC is HLA-B08:01 with pseudo-sequence HLA-B08:01. The binding affinity (normalized) is 0.0847.